From a dataset of Catalyst prediction with 721,799 reactions and 888 catalyst types from USPTO. Predict which catalyst facilitates the given reaction. Reactant: [CH2:1]([O:3][C:4](=[O:16])[C:5]1[CH:10]=[C:9]([N+:11]([O-:13])=[O:12])[C:8](F)=[CH:7][C:6]=1[F:15])[CH3:2].[CH3:17][NH2:18]. Product: [CH2:1]([O:3][C:4](=[O:16])[C:5]1[CH:10]=[C:9]([N+:11]([O-:13])=[O:12])[C:8]([NH:18][CH3:17])=[CH:7][C:6]=1[F:15])[CH3:2]. The catalyst class is: 1.